From a dataset of Reaction yield outcomes from USPTO patents with 853,638 reactions. Predict the reaction yield, written as a fraction of the theoretical maximum amount of product (1.0 means a 100% yield; for example, 0.34 means a 34% yield). (1) The reactants are [C:1]1([CH:7]2[C:15]3[O:14][C:13](=O)[NH:12][C:11](=[O:17])[C:10]=3[CH2:9][CH2:8]2)[CH:6]=[CH:5][CH:4]=[CH:3][CH:2]=1.O.[NH3:19]. No catalyst specified. The product is [C:1]1([CH:7]2[C:15]3[NH:19][C:13](=[O:14])[NH:12][C:11](=[O:17])[C:10]=3[CH2:9][CH2:8]2)[CH:6]=[CH:5][CH:4]=[CH:3][CH:2]=1. The yield is 1.00. (2) The reactants are [C:1]([C:4]1[N:9]=[C:8]([CH2:10][N:11]2[CH2:15][CH2:14][N:13]([C@@H:16]([C:48]([CH3:51])([CH3:50])[CH3:49])[C:17]([NH:19][C@@H:20]([CH2:41][C:42]3[CH:47]=[CH:46][CH:45]=[CH:44][CH:43]=3)[C@H:21]([OH:40])[CH2:22][N:23]([S:28]([C:31]3[CH:36]=[CH:35][C:34](/[CH:37]=[N:38]/[OH:39])=[CH:33][CH:32]=3)(=[O:30])=[O:29])[CH2:24][CH:25]([CH3:27])[CH3:26])=[O:18])[C:12]2=[O:52])[CH:7]=[CH:6][CH:5]=1)(=[O:3])[CH3:2].[BH4-].[Na+]. The catalyst is CO. The product is [CH2:41]([C@H:20]([NH:19][C:17](=[O:18])[C@@H:16]([N:13]1[CH2:14][CH2:15][N:11]([CH2:10][C:8]2[CH:7]=[CH:6][CH:5]=[C:4]([CH:1]([OH:3])[CH3:2])[N:9]=2)[C:12]1=[O:52])[C:48]([CH3:50])([CH3:51])[CH3:49])[C@H:21]([OH:40])[CH2:22][N:23]([S:28]([C:31]1[CH:32]=[CH:33][C:34](/[CH:37]=[N:38]/[OH:39])=[CH:35][CH:36]=1)(=[O:30])=[O:29])[CH2:24][CH:25]([CH3:27])[CH3:26])[C:42]1[CH:43]=[CH:44][CH:45]=[CH:46][CH:47]=1. The yield is 0.960.